This data is from Full USPTO retrosynthesis dataset with 1.9M reactions from patents (1976-2016). The task is: Predict the reactants needed to synthesize the given product. (1) The reactants are: [C:1]([O:5][C:6](=[O:17])[NH:7][C@H:8]([C:11](=[O:16])N(OC)C)[CH2:9][CH3:10])([CH3:4])([CH3:3])[CH3:2].[CH:18]1([Mg]Br)[CH2:20][CH2:19]1.O1CCCC1.[Cl-].[NH4+]. Given the product [C:1]([O:5][C:6](=[O:17])[NH:7][C@H:8]([C:11]([CH:18]1[CH2:20][CH2:19]1)=[O:16])[CH2:9][CH3:10])([CH3:2])([CH3:3])[CH3:4], predict the reactants needed to synthesize it. (2) Given the product [CH2:1]([O:3][C:4](=[O:13])[CH:5]([I:15])[O:6][C:7]([S:9][CH2:10][CH3:11])=[O:8])[CH3:2], predict the reactants needed to synthesize it. The reactants are: [CH2:1]([O:3][C:4](=[O:13])[CH:5](Cl)[O:6][C:7]([S:9][CH2:10][CH3:11])=[O:8])[CH3:2].[Na+].[I-:15]. (3) Given the product [C:40]([O:43][CH2:44][C:13]1[S:12][C:11]([NH:14][C:15]([C:17]2[N:18]=[CH:19][C:20]([N:23]3[CH2:28][CH2:27][CH:26]([C:29]([O:31][CH2:32][CH3:33])=[O:30])[CH2:25][CH2:24]3)=[N:21][CH:22]=2)=[O:16])=[N:10][C:9]=1[C:6]1[CH:7]=[CH:8][C:3]([O:2][CH3:1])=[C:4]([C:34]([F:37])([F:36])[F:35])[CH:5]=1)(=[O:42])[CH3:41], predict the reactants needed to synthesize it. The reactants are: [CH3:1][O:2][C:3]1[CH:8]=[CH:7][C:6]([C:9]2[N:10]=[C:11]([NH:14][C:15]([C:17]3[N:18]=[CH:19][C:20]([N:23]4[CH2:28][CH2:27][CH:26]([C:29]([O:31][CH2:32][CH3:33])=[O:30])[CH2:25][CH2:24]4)=[N:21][CH:22]=3)=[O:16])[S:12][CH:13]=2)=[CH:5][C:4]=1[C:34]([F:37])([F:36])[F:35].C=O.[C:40]([O:43][C:44](=O)C)(=[O:42])[CH3:41]. (4) Given the product [F:11][C:9]([F:12])([F:10])[C:7]1[CH:6]=[C:5]([C:13]([CH3:45])([CH3:44])[C:14]([N:16]([C:17]2[C:18]([C:35]3[CH:40]=[CH:39][C:38]([F:41])=[CH:37][C:36]=3[CH3:42])=[CH:19][C:20]([N:23]3[CH2:28][CH2:27][CH:26]([CH2:29][S:49][CH3:48])[CH2:25][CH2:24]3)=[N:21][CH:22]=2)[CH3:43])=[O:15])[CH:4]=[C:3]([C:2]([F:1])([F:47])[F:46])[CH:8]=1, predict the reactants needed to synthesize it. The reactants are: [F:1][C:2]([F:47])([F:46])[C:3]1[CH:4]=[C:5]([C:13]([CH3:45])([CH3:44])[C:14]([N:16]([CH3:43])[C:17]2[C:18]([C:35]3[CH:40]=[CH:39][C:38]([F:41])=[CH:37][C:36]=3[CH3:42])=[CH:19][C:20]([N:23]3[CH2:28][CH2:27][CH:26]([CH2:29]OS(C)(=O)=O)[CH2:25][CH2:24]3)=[N:21][CH:22]=2)=[O:15])[CH:6]=[C:7]([C:9]([F:12])([F:11])[F:10])[CH:8]=1.[CH3:48][S-:49].[Na+].[OH-].[Na+]. (5) Given the product [CH3:16][C:12]1[NH:13][CH:14]=[N:15][C:11]=1[CH2:10][CH2:9][CH2:8][CH2:7][O:6][Si:5]([C:1]([CH3:4])([CH3:3])[CH3:2])([CH3:18])[CH3:17], predict the reactants needed to synthesize it. The reactants are: [C:1]([Si:5]([CH3:18])([CH3:17])[O:6][CH2:7][CH2:8][CH:9]=[CH:10][C:11]1[NH:15][CH:14]=[N:13][C:12]=1[CH3:16])([CH3:4])([CH3:3])[CH3:2]. (6) Given the product [F:8][C:7]1[C:2]([F:1])=[CH:3][C:4]([N:9]2[CH2:13][C@H:12]([CH2:14][NH:15][C:16](=[O:18])[CH3:17])[O:11][C:10]2=[O:19])=[C:5]([N+:25]([O-:27])=[O:26])[CH:6]=1, predict the reactants needed to synthesize it. The reactants are: [F:1][C:2]1[CH:3]=[C:4]([N:9]2[CH2:13][C@H:12]([CH2:14][NH:15][C:16](=[O:18])[CH3:17])[O:11][C:10]2=[O:19])[CH:5]=[CH:6][C:7]=1[F:8].S(=O)(=O)(O)O.[N+:25]([O-])([OH:27])=[O:26]. (7) Given the product [C:43]([CH2:42][NH:41][C:1]([CH2:4][CH2:5][CH2:6][O:7][C:8]1[CH:9]=[C:10]([CH:31]=[CH:32][C:33]=1[C:34]1[CH:39]=[CH:38][CH:37]=[CH:36][CH:35]=1)[CH2:11][NH:12][C:13]1[N:17]([C@@H:18]2[O:24][C@H:23]([CH2:25][OH:26])[C@@H:21]([OH:22])[C@H:19]2[OH:20])[C:16]2[CH:27]=[CH:28][CH:29]=[CH:30][C:15]=2[N:14]=1)=[O:2])(=[O:44])[NH2:45], predict the reactants needed to synthesize it. The reactants are: [C:1]([CH2:4][CH2:5][CH2:6][O:7][C:8]1[CH:9]=[C:10]([CH:31]=[CH:32][C:33]=1[C:34]1[CH:39]=[CH:38][CH:37]=[CH:36][CH:35]=1)[CH2:11][NH:12][C:13]1[N:17]([C@@H:18]2[O:24][C@H:23]([CH2:25][OH:26])[C@@H:21]([OH:22])[C@H:19]2[OH:20])[C:16]2[CH:27]=[CH:28][CH:29]=[CH:30][C:15]=2[N:14]=1)(O)=[O:2].Cl.[NH2:41][CH2:42][C:43]([NH2:45])=[O:44].ON1C2C=CC=CC=2N=N1.Cl.C(N=C=NCCCN(C)C)C.